From a dataset of Full USPTO retrosynthesis dataset with 1.9M reactions from patents (1976-2016). Predict the reactants needed to synthesize the given product. (1) Given the product [CH2:28]([N:30]([CH2:34][CH3:35])[CH2:31][CH2:32][O:14][N:13]=[C:8]1[CH2:7][CH:6]([C:15]2[CH:20]=[CH:19][CH:18]=[CH:17][C:16]=2[C:21]2[CH:26]=[CH:25][CH:24]=[CH:23][CH:22]=2)[CH2:5][C:4]2[N:3]=[C:2]([NH2:1])[N:11]=[C:10]([CH3:12])[C:9]1=2)[CH3:29], predict the reactants needed to synthesize it. The reactants are: [NH2:1][C:2]1[N:11]=[C:10]([CH3:12])[C:9]2[C:8](=[N:13][OH:14])[CH2:7][CH:6]([C:15]3[CH:20]=[CH:19][CH:18]=[CH:17][C:16]=3[C:21]3[CH:26]=[CH:25][CH:24]=[CH:23][CH:22]=3)[CH2:5][C:4]=2[N:3]=1.Cl.[CH2:28]([N:30]([CH2:34][CH3:35])[CH2:31][CH2:32]Cl)[CH3:29].[H-].[Na+].CN(C)CCCON=C1CC(C2C=C(F)C=CC=2C2C=CC=CC=2)CC2N=C(N)N=C(C)C1=2. (2) The reactants are: [NH2:1][C@@H:2]1[CH2:6][CH2:5][N:4]([C:7]([C:9]2[CH:10]=[C:11]([CH:24]=[CH:25][C:26]=2[F:27])[CH2:12][C:13]2[C:22]3[C:17](=[CH:18][CH:19]=[CH:20][CH:21]=3)[C:16](=[O:23])[NH:15][N:14]=2)=[O:8])[CH2:3]1.[C:28]1(=O)[CH2:31][CH2:30][CH2:29]1.C(O[BH-](OC(=O)C)OC(=O)C)(=O)C.[Na+]. Given the product [CH:28]1([NH:1][C@@H:2]2[CH2:6][CH2:5][N:4]([C:7]([C:9]3[CH:10]=[C:11]([CH:24]=[CH:25][C:26]=3[F:27])[CH2:12][C:13]3[C:22]4[C:17](=[CH:18][CH:19]=[CH:20][CH:21]=4)[C:16](=[O:23])[NH:15][N:14]=3)=[O:8])[CH2:3]2)[CH2:31][CH2:30][CH2:29]1, predict the reactants needed to synthesize it. (3) Given the product [Br:1][C:2]1[CH:7]=[CH:6][C:5]([CH2:8][O:11][C:12]2[CH:13]=[C:14]([CH2:18][CH2:19][C:20]([O:22][CH3:23])=[O:21])[CH:15]=[CH:16][CH:17]=2)=[CH:4][C:3]=1[Cl:10], predict the reactants needed to synthesize it. The reactants are: [Br:1][C:2]1[CH:7]=[CH:6][C:5]([CH2:8]Br)=[CH:4][C:3]=1[Cl:10].[OH:11][C:12]1[CH:13]=[C:14]([CH2:18][CH2:19][C:20]([O:22][CH3:23])=[O:21])[CH:15]=[CH:16][CH:17]=1. (4) Given the product [Cl:22][C:15]1[C:16]([F:21])=[CH:17][CH:18]=[C:19]([Cl:20])[C:14]=1[C@H:12]([O:11][C:10]1[C:5]2[O:4][CH:3]=[C:2]([C:24]3[CH:29]=[CH:28][CH:27]=[CH:26][CH:25]=3)[C:6]=2[CH:7]=[N:8][C:9]=1[NH2:23])[CH3:13], predict the reactants needed to synthesize it. The reactants are: Br[C:2]1[C:6]2[CH:7]=[N:8][C:9]([NH2:23])=[C:10]([O:11][C@@H:12]([C:14]3[C:19]([Cl:20])=[CH:18][CH:17]=[C:16]([F:21])[C:15]=3[Cl:22])[CH3:13])[C:5]=2[O:4][CH:3]=1.[C:24]1(B(O)O)[CH:29]=[CH:28][CH:27]=[CH:26][CH:25]=1.C([O-])([O-])=O.[Cs+].[Cs+]. (5) Given the product [CH2:1]([O:8][C:9]([NH:11][C:12]([CH2:30][C:31]([O:33][C:34]([CH3:37])([CH3:36])[CH3:35])=[O:32])([C:13]([O:15][CH2:16][CH3:17])=[O:14])[C:18]([O:20][CH2:21][CH3:22])=[O:19])=[O:10])[C:2]1[CH:3]=[CH:4][CH:5]=[CH:6][CH:7]=1, predict the reactants needed to synthesize it. The reactants are: [CH2:1]([O:8][C:9]([NH:11][CH:12]([C:18]([O:20][CH2:21][CH3:22])=[O:19])[C:13]([O:15][CH2:16][CH3:17])=[O:14])=[O:10])[C:2]1[CH:7]=[CH:6][CH:5]=[CH:4][CH:3]=1.C(=O)([O-])[O-].[K+].[K+].Br[CH2:30][C:31]([O:33][C:34]([CH3:37])([CH3:36])[CH3:35])=[O:32].Cl. (6) Given the product [CH3:19][O:18][C:16](=[O:17])[C:15]1[CH:20]=[CH:21][C:22]([CH3:23])=[C:13]([NH:12][S:7]([C:4]2[CH:5]=[CH:6][C:1]([CH3:11])=[CH:2][CH:3]=2)(=[O:9])=[O:8])[C:14]=1[CH3:25], predict the reactants needed to synthesize it. The reactants are: [C:1]1([CH3:11])[CH:6]=[CH:5][C:4]([S:7](Cl)(=[O:9])=[O:8])=[CH:3][CH:2]=1.[NH2:12][C:13]1[CH:14]=[C:15]([CH:20]=[CH:21][C:22]=1[CH3:23])[C:16]([O:18][CH3:19])=[O:17].N1C=CC=C[CH:25]=1.